From a dataset of Full USPTO retrosynthesis dataset with 1.9M reactions from patents (1976-2016). Predict the reactants needed to synthesize the given product. (1) Given the product [Cl-:28].[CH3:1][C:2]1[C:10]2[CH2:9][O:8][C:7](=[O:11])[C:6]=2[CH:5]=[CH:4][C:3]=1[CH2:12][CH2:13][N:14]1[CH2:15][CH2:16][CH:17]([NH3+:20])[CH2:18][CH2:19]1, predict the reactants needed to synthesize it. The reactants are: [CH3:1][C:2]1[C:10]2[CH2:9][O:8][C:7](=[O:11])[C:6]=2[CH:5]=[CH:4][C:3]=1[CH2:12][CH2:13][N:14]1[CH2:19][CH2:18][CH:17]([NH:20]C(=O)OC(C)(C)C)[CH2:16][CH2:15]1.[ClH:28]. (2) The reactants are: [CH3:1][C:2]1[CH:3]=[CH:4][CH:5]=[C:6]2[C:10]=1[N:9]([CH2:11][CH2:12]OS(C)(=O)=O)[CH:8]=[CH:7]2.[NH:18]1[CH:22]=[CH:21][N:20]=[CH:19]1.[Na]. Given the product [N:18]1([CH2:12][CH2:11][N:9]2[C:10]3[C:6](=[CH:5][CH:4]=[CH:3][C:2]=3[CH3:1])[CH:7]=[CH:8]2)[CH:22]=[CH:21][N:20]=[CH:19]1, predict the reactants needed to synthesize it. (3) The reactants are: [H-].[Na+].[C:3]([CH2:5][C:6]([O:8][CH3:9])=[O:7])#[N:4].[H][H].Cl[C:13]1[CH:18]=[C:17]([S:19][CH3:20])[N:16]=[CH:15][N:14]=1. Given the product [C:3]([CH:5]([C:13]1[CH:18]=[C:17]([S:19][CH3:20])[N:16]=[CH:15][N:14]=1)[C:6]([O:8][CH3:9])=[O:7])#[N:4], predict the reactants needed to synthesize it. (4) Given the product [CH:23]1([CH2:22][N:8]([C@@H:9]2[CH2:11][C@H:10]2[C:12]2[CH:13]=[CH:14][C:15]([F:21])=[C:16]([C:17](=[O:18])[NH:32][CH:30]3[CH2:31][C:28]([F:33])([F:27])[CH2:29]3)[CH:20]=2)[C:6](=[O:7])[O:5][C:1]([CH3:2])([CH3:3])[CH3:4])[CH2:24][CH2:25]1, predict the reactants needed to synthesize it. The reactants are: [C:1]([O:5][C:6]([N:8]([CH2:22][CH:23]1[CH2:25][CH2:24]1)[C@@H:9]1[CH2:11][C@H:10]1[C:12]1[CH:13]=[CH:14][C:15]([F:21])=[C:16]([CH:20]=1)[C:17](O)=[O:18])=[O:7])([CH3:4])([CH3:3])[CH3:2].Cl.[F:27][C:28]1([F:33])[CH2:31][CH:30]([NH2:32])[CH2:29]1.F[P-](F)(F)(F)(F)F.N1(OC(N(C)C)=[N+](C)C)C2N=CC=CC=2N=N1.C(=O)([O-])O.[Na+]. (5) Given the product [CH3:18][CH:6]1[CH2:7][C:8]2[C:13](=[CH:12][C:11]([C:14]([F:17])([F:16])[F:15])=[CH:10][CH:9]=2)[C:4](=[O:3])[NH:5]1, predict the reactants needed to synthesize it. The reactants are: C([O:3][C:4](=O)[NH:5][CH:6]([CH3:18])[CH2:7][C:8]1[CH:13]=[CH:12][C:11]([C:14]([F:17])([F:16])[F:15])=[CH:10][CH:9]=1)C.O=P12OP3(OP(OP(O3)(O1)=O)(=O)O2)=O.C(OC(=O)C)C. (6) Given the product [Br:33][C:27]1[CH:28]=[C:29]([F:32])[CH:30]=[CH:31][C:26]=1[O:25][CH:22]1[CH2:21][CH2:20][N:19]([S:16]([CH2:15][CH:14]([CH:34]2[CH2:38][CH2:37][CH2:36][CH2:35]2)[C:13]([OH:39])=[O:12])(=[O:18])=[O:17])[CH2:24][CH2:23]1, predict the reactants needed to synthesize it. The reactants are: C(O)(C(F)(F)F)=O.C([O:12][C:13](=[O:39])[CH:14]([CH:34]1[CH2:38][CH2:37][CH2:36][CH2:35]1)[CH2:15][S:16]([N:19]1[CH2:24][CH2:23][CH:22]([O:25][C:26]2[CH:31]=[CH:30][C:29]([F:32])=[CH:28][C:27]=2[Br:33])[CH2:21][CH2:20]1)(=[O:18])=[O:17])(C)(C)C. (7) Given the product [Cl:18][C:4]1[C:5]2[C:10](=[CH:9][C:8]3[O:11][CH2:12][CH2:13][O:14][C:7]=3[CH:6]=2)[N:1]=[CH:2][N:3]=1, predict the reactants needed to synthesize it. The reactants are: [N:1]1[C:10]2[C:5](=[CH:6][C:7]3[O:14][CH2:13][CH2:12][O:11][C:8]=3[CH:9]=2)[C:4](=O)[NH:3][CH:2]=1.O=P(Cl)(Cl)[Cl:18].